From a dataset of Catalyst prediction with 721,799 reactions and 888 catalyst types from USPTO. Predict which catalyst facilitates the given reaction. Reactant: C([O:3][C:4]([C:6]1[CH:15]=[CH:14][C:13]2[C:8](=[C:9]([N+:16]([O-:18])=[O:17])[CH:10]=[CH:11][CH:12]=2)[CH:7]=1)=[O:5])C.CO.[OH-].[Na+]. Product: [N+:16]([C:9]1[CH:10]=[CH:11][CH:12]=[C:13]2[C:8]=1[CH:7]=[C:6]([C:4]([OH:5])=[O:3])[CH:15]=[CH:14]2)([O-:18])=[O:17]. The catalyst class is: 1.